From a dataset of Catalyst prediction with 721,799 reactions and 888 catalyst types from USPTO. Predict which catalyst facilitates the given reaction. (1) Reactant: C([N:4]1[C:12]2[C:7](=[CH:8][CH:9]=[CH:10][CH:11]=2)[C:6](=[C:13](OCC)[C:14]2[CH:19]=[CH:18][CH:17]=[CH:16][CH:15]=2)[C:5]1=[O:23])(=O)C.[CH2:24]([N:26]([CH2:29][C:30]([N:32]([C:34]1[CH:40]=[CH:39][C:37]([NH2:38])=[CH:36][CH:35]=1)[CH3:33])=[O:31])[CH2:27][CH3:28])[CH3:25].[OH-].[Na+]. Product: [CH2:24]([N:26]([CH2:29][C:30]([N:32]([C:34]1[CH:40]=[CH:39][C:37]([NH:38]/[C:13](=[C:6]2\[C:5](=[O:23])[NH:4][C:12]3[C:7]\2=[CH:8][CH:9]=[CH:10][CH:11]=3)/[C:14]2[CH:15]=[CH:16][CH:17]=[CH:18][CH:19]=2)=[CH:36][CH:35]=1)[CH3:33])=[O:31])[CH2:27][CH3:28])[CH3:25]. The catalyst class is: 121. (2) Reactant: [NH2:1][CH2:2][C:3]1[CH:4]=[C:5]([CH:26]=[CH:27][CH:28]=1)[CH2:6][N:7]1[C:12]([CH3:13])=[CH:11][C:10]([O:14][CH2:15][C:16]2[CH:21]=[CH:20][C:19]([F:22])=[CH:18][C:17]=2[F:23])=[C:9]([Br:24])[C:8]1=[O:25].ON1C2C=C[CH:37]=[CH:38][C:33]=2N=N1.Cl.CN(C)CCCN=C=NCC.CN1C[CH2:56][O:55]CC1.CN(C)C(=[O:62])C. The catalyst class is: 6. Product: [Br:24][C:9]1[C:8](=[O:25])[N:7]([CH2:6][C:5]2[CH:4]=[C:3]([CH:28]=[CH:27][CH:26]=2)[CH2:2][NH:1][C:56](=[O:55])[C:38]([OH:62])([CH3:37])[CH3:33])[C:12]([CH3:13])=[CH:11][C:10]=1[O:14][CH2:15][C:16]1[CH:21]=[CH:20][C:19]([F:22])=[CH:18][C:17]=1[F:23]. (3) Reactant: [NH:1]1[CH:5]=[CH:4][N:3]=[C:2]1[CH2:6][N:7]([CH2:14][C:15]1[CH:23]=[CH:22][C:18]([C:19]([OH:21])=O)=[CH:17][CH:16]=1)[CH2:8][C:9]1[NH:10][CH:11]=[CH:12][N:13]=1.CCN=C=NCCCN(C)C.Cl.C1C=CC2N(O)N=NC=2C=1.[CH:46]1([N:52]([CH3:58])[CH2:53][CH2:54][CH2:55][CH2:56][NH2:57])[CH2:51][CH2:50][CH2:49][CH2:48][CH2:47]1. Product: [NH:1]1[CH:5]=[CH:4][N:3]=[C:2]1[CH2:6][N:7]([CH2:14][C:15]1[CH:23]=[CH:22][C:18]([C:19]([NH:57][CH2:56][CH2:55][CH2:54][CH2:53][N:52]([CH:46]2[CH2:51][CH2:50][CH2:49][CH2:48][CH2:47]2)[CH3:58])=[O:21])=[CH:17][CH:16]=1)[CH2:8][C:9]1[NH:13][CH:12]=[CH:11][N:10]=1. The catalyst class is: 3. (4) Reactant: [Cl:1]N1C(=O)CCC1=O.[C:9]([C:11]1[CH:31]=[CH:30][C:14]([O:15][CH:16]2[CH2:21][CH2:20][CH:19]([NH:22]C(=O)OC(C)(C)C)[CH2:18][CH2:17]2)=[CH:13][C:12]=1[O:32][CH3:33])#[N:10]. Product: [NH2:22][C@H:19]1[CH2:20][CH2:21][C@H:16]([O:15][C:14]2[C:30]([Cl:1])=[CH:31][C:11]([C:9]#[N:10])=[C:12]([O:32][CH3:33])[CH:13]=2)[CH2:17][CH2:18]1. The catalyst class is: 41. (5) Reactant: N1C=CN=C1C(O)=O.[NH2:9][C:10]1[CH:11]=[C:12]([CH:15]=[C:16]([Br:19])[C:17]=1[Cl:18])[C:13]#[N:14].[O:20](C(OC(C)(C)C)=O)[C:21]([O:23][C:24]([CH3:27])([CH3:26])[CH3:25])=O. Product: [Br:19][C:16]1[C:17]([Cl:18])=[C:10]([NH:9][C:21](=[O:20])[O:23][C:24]([CH3:27])([CH3:26])[CH3:25])[CH:11]=[C:12]([C:13]#[N:14])[CH:15]=1. The catalyst class is: 64.